The task is: Predict the product of the given reaction.. This data is from Forward reaction prediction with 1.9M reactions from USPTO patents (1976-2016). Given the reactants Br[C:2]1[CH:7]=[CH:6][C:5]([C:8]([F:11])([F:10])[F:9])=[CH:4][N:3]=1.[CH3:12][C@@H:13]1[CH2:18][NH:17][CH2:16][CH2:15][NH:14]1.CCN(C(C)C)C(C)C, predict the reaction product. The product is: [CH3:12][C@H:13]1[NH:14][CH2:15][CH2:16][N:17]([C:2]2[CH:7]=[CH:6][C:5]([C:8]([F:11])([F:10])[F:9])=[CH:4][N:3]=2)[CH2:18]1.